This data is from Reaction yield outcomes from USPTO patents with 853,638 reactions. The task is: Predict the reaction yield, written as a fraction of the theoretical maximum amount of product (1.0 means a 100% yield; for example, 0.34 means a 34% yield). (1) The reactants are [CH3:1][N:2]1[CH:6]=[CH:5][N:4]=[C:3]1[C:7]([OH:9])=O.CN(C)C=O.C(Cl)(=O)C(Cl)=O.[NH2:21][C:22]1[CH:23]=[C:24]([CH:41]=[CH:42][CH:43]=1)[O:25][C:26]1[CH:27]=[CH:28][C:29]2[N:30]([CH:32]=[C:33]([NH:35][C:36]([CH:38]3[CH2:40][CH2:39]3)=[O:37])[N:34]=2)[N:31]=1. The catalyst is CN(C)C(=O)C.O1CCCC1. The product is [CH:38]1([C:36]([NH:35][C:33]2[N:34]=[C:29]3[CH:28]=[CH:27][C:26]([O:25][C:24]4[CH:23]=[C:22]([NH:21][C:7]([C:3]5[N:2]([CH3:1])[CH:6]=[CH:5][N:4]=5)=[O:9])[CH:43]=[CH:42][CH:41]=4)=[N:31][N:30]3[CH:32]=2)=[O:37])[CH2:39][CH2:40]1. The yield is 0.470. (2) The reactants are [CH:1]1([C:5]2[C:26]([C:27]3[NH:35][C:30]4[CH2:31][NH:32][CH2:33][CH2:34][C:29]=4[N:28]=3)=[CH:25][C:8]([C:9]([N:11]3[CH2:16][CH2:15][CH:14]([C:17]4[CH:24]=[CH:23][C:20]([C:21]#[N:22])=[CH:19][CH:18]=4)[CH2:13][CH2:12]3)=[O:10])=[C:7]([CH3:36])[CH:6]=2)[CH2:4][CH2:3][CH2:2]1.[C:37](OC(OC)=O)(OC)=O.CCN(C(C)C)C(C)C. The catalyst is CN(C)C=O. The product is [CH:1]1([C:5]2[C:26]([C:27]3[NH:35][C:30]4[CH2:31][N:32]([CH3:37])[CH2:33][CH2:34][C:29]=4[N:28]=3)=[CH:25][C:8]([C:9]([N:11]3[CH2:12][CH2:13][CH:14]([C:17]4[CH:24]=[CH:23][C:20]([C:21]#[N:22])=[CH:19][CH:18]=4)[CH2:15][CH2:16]3)=[O:10])=[C:7]([CH3:36])[CH:6]=2)[CH2:2][CH2:3][CH2:4]1. The yield is 0.190. (3) The reactants are [O:1]1[CH2:6][CH2:5][N:4]([C:7]2[CH:13]=[CH:12][C:10]([NH2:11])=[CH:9][CH:8]=2)[CH2:3][CH2:2]1.[Br:14][C:15]1[C:16]([CH3:26])=[CH:17][CH:18]=[C:19]2[C:24]=1[N:23]=[C:22](Cl)[N:21]=[CH:20]2.C(O)(C(F)(F)F)=O. The catalyst is CCCCO. The product is [Br:14][C:15]1[C:16]([CH3:26])=[CH:17][CH:18]=[C:19]2[C:24]=1[N:23]=[C:22]([NH:11][C:10]1[CH:12]=[CH:13][C:7]([N:4]3[CH2:3][CH2:2][O:1][CH2:6][CH2:5]3)=[CH:8][CH:9]=1)[N:21]=[CH:20]2. The yield is 0.746. (4) The reactants are [CH3:1][N:2]([CH2:46][CH2:47][N:48]1[CH2:53][CH2:52][NH:51][CH2:50][CH2:49]1)[C:3](=[O:45])[C:4]1[CH:44]=[CH:43][CH:42]=[C:6]([C:7]([NH:9][C:10]2[CH:15]=[CH:14][C:13]([N:16]3[CH2:21][CH2:20][CH2:19][CH2:18][CH2:17]3)=[CH:12][C:11]=2[C:22]2[CH:27]=[C:26]([C:28](=[O:41])[NH:29][CH2:30][C:31]3[CH:36]=[CH:35][CH:34]=[C:33]([C:37]([F:40])([F:39])[F:38])[CH:32]=3)[CH:25]=[CH:24][N:23]=2)=[O:8])[CH:5]=1.[BH3-][C:55]#N.[Na+]. The catalyst is C=O.C(O)(=O)C.C(=O)(O)[O-].[Na+]. The product is [CH3:1][N:2]([CH2:46][CH2:47][N:48]1[CH2:53][CH2:52][N:51]([CH3:55])[CH2:50][CH2:49]1)[C:3](=[O:45])[C:4]1[CH:44]=[CH:43][CH:42]=[C:6]([C:7]([NH:9][C:10]2[CH:15]=[CH:14][C:13]([N:16]3[CH2:21][CH2:20][CH2:19][CH2:18][CH2:17]3)=[CH:12][C:11]=2[C:22]2[CH:27]=[C:26]([C:28](=[O:41])[NH:29][CH2:30][C:31]3[CH:36]=[CH:35][CH:34]=[C:33]([C:37]([F:39])([F:40])[F:38])[CH:32]=3)[CH:25]=[CH:24][N:23]=2)=[O:8])[CH:5]=1. The yield is 0.0900. (5) The reactants are [Cl:1][C:2]1[CH:21]=[C:20]([C:22]([F:25])([F:24])[F:23])[CH:19]=[CH:18][C:3]=1[CH2:4][N:5]1[C:9]([C:10]([O:12]C)=[O:11])=[CH:8][C:7]([O:14][CH2:15][O:16][CH3:17])=[N:6]1.[OH-].[Na+].O1CCCC1. The catalyst is C(O)C. The product is [Cl:1][C:2]1[CH:21]=[C:20]([C:22]([F:25])([F:23])[F:24])[CH:19]=[CH:18][C:3]=1[CH2:4][N:5]1[C:9]([C:10]([OH:12])=[O:11])=[CH:8][C:7]([O:14][CH2:15][O:16][CH3:17])=[N:6]1. The yield is 0.860.